This data is from Forward reaction prediction with 1.9M reactions from USPTO patents (1976-2016). The task is: Predict the product of the given reaction. Given the reactants [OH:1][C:2]1[C:6]([CH3:8])([CH3:7])[O:5][C:4](=[O:9])[C:3]=1[C:10]1[CH:15]=[CH:14][C:13]([O:16][CH2:17][C:18]2[CH:27]=[CH:26][C:25]3[C:20](=[CH:21][CH:22]=[CH:23][CH:24]=3)[N:19]=2)=[CH:12][CH:11]=1.[S:28](O[S:28]([C:31]([F:34])([F:33])[F:32])(=[O:30])=[O:29])([C:31]([F:34])([F:33])[F:32])(=[O:30])=[O:29], predict the reaction product. The product is: [F:32][C:31]([F:34])([F:33])[S:28]([O:1][C:2]1[C:6]([CH3:8])([CH3:7])[O:5][C:4](=[O:9])[C:3]=1[C:10]1[CH:11]=[CH:12][C:13]([O:16][CH2:17][C:18]2[CH:27]=[CH:26][C:25]3[C:20](=[CH:21][CH:22]=[CH:23][CH:24]=3)[N:19]=2)=[CH:14][CH:15]=1)(=[O:30])=[O:29].